Dataset: Reaction yield outcomes from USPTO patents with 853,638 reactions. Task: Predict the reaction yield, written as a fraction of the theoretical maximum amount of product (1.0 means a 100% yield; for example, 0.34 means a 34% yield). (1) The yield is 0.540. The product is [CH2:1]([NH:8][C:9]1[C:18]2[C:13](=[CH:14][CH:15]=[CH:16][C:17]=2[C:19]2[CH:24]=[CH:23][CH:22]=[CH:21][CH:20]=2)[C:12]([C:25]2[CH:26]=[C:27]([S:31]([NH:34][C:35]([CH3:38])([CH3:37])[CH3:36])(=[O:33])=[O:32])[CH:28]=[N:29][CH:30]=2)=[CH:11][N:10]=1)[C:2]1[CH:7]=[CH:6][CH:5]=[CH:4][CH:3]=1. The reactants are [CH2:1]([NH:8][C:9]1[C:18]2[C:13](=[CH:14][CH:15]=[CH:16][C:17]=2[C:19]2[CH:24]=[CH:23][CH:22]=[CH:21][CH:20]=2)[C:12]([C:25]2[CH:26]=[C:27]([S:31]([NH:34][C:35]([CH3:38])([CH3:37])[CH3:36])(=[O:33])=[O:32])[CH:28]=[N:29][CH:30]=2)=[C:11](SC)[N:10]=1)[C:2]1[CH:7]=[CH:6][CH:5]=[CH:4][CH:3]=1.[OH-].[NH4+]. The catalyst is C(O)C.[Ni]. (2) The reactants are [O:1]=[CH:2][CH2:3][CH2:4][C:5]1[C:6]([C:41]([O:43][C:44]([CH3:47])([CH3:46])[CH3:45])=[O:42])=[N:7][C:8]([N:11]2[CH2:20][CH2:19][C:18]3[C:13](=[C:14]([C:21](=[O:40])/[N:22]=[C:23]4\[S:24][C:25]5[CH:39]=[CH:38][CH:37]=[CH:36][C:26]=5[N:27]\4[CH2:28][O:29][CH2:30][CH2:31][Si:32]([CH3:35])([CH3:34])[CH3:33])[CH:15]=[CH:16][CH:17]=3)[CH2:12]2)=[CH:9][CH:10]=1.[BH4-].[Na+]. The catalyst is C1COCC1.CO. The product is [OH:1][CH2:2][CH2:3][CH2:4][C:5]1[C:6]([C:41]([O:43][C:44]([CH3:47])([CH3:46])[CH3:45])=[O:42])=[N:7][C:8]([N:11]2[CH2:20][CH2:19][C:18]3[C:13](=[C:14]([C:21](=[O:40])/[N:22]=[C:23]4\[S:24][C:25]5[CH:39]=[CH:38][CH:37]=[CH:36][C:26]=5[N:27]\4[CH2:28][O:29][CH2:30][CH2:31][Si:32]([CH3:35])([CH3:34])[CH3:33])[CH:15]=[CH:16][CH:17]=3)[CH2:12]2)=[CH:9][CH:10]=1. The yield is 0.820. (3) The reactants are [CH:1]1([C:5]2[C:14]([C:15]3[NH:19][CH:18]=[N:17][N:16]=3)=[CH:13][C:8]([C:9]([O:11]C)=[O:10])=[C:7]([CH3:20])[CH:6]=2)[CH2:4][CH2:3][CH2:2]1.CO.O.[OH-].[Li+].OP(O)(O)=O. The catalyst is O. The product is [CH:1]1([C:5]2[C:14]([C:15]3[NH:19][CH:18]=[N:17][N:16]=3)=[CH:13][C:8]([C:9]([OH:11])=[O:10])=[C:7]([CH3:20])[CH:6]=2)[CH2:2][CH2:3][CH2:4]1. The yield is 0.980. (4) The reactants are [Cl:1][C:2]1[N:3]=[C:4](Cl)[C:5]2[CH2:10][CH2:9][CH:8]([C:11]3[CH:16]=[CH:15][CH:14]=[CH:13][CH:12]=3)[C:6]=2[N:7]=1.[CH3:18][CH:19]([NH2:21])[CH3:20].O. The catalyst is CN1C(=O)CCC1. The product is [Cl:1][C:2]1[N:3]=[C:4]([NH:21][CH:19]([CH3:20])[CH3:18])[C:5]2[CH2:10][CH2:9][CH:8]([C:11]3[CH:16]=[CH:15][CH:14]=[CH:13][CH:12]=3)[C:6]=2[N:7]=1. The yield is 0.820. (5) The reactants are C([Li])CCC.[O:6]1CCCC1.Cl[C:12]1[N:17]=[C:16]([O:18][CH2:19][C:20]2[CH:25]=[CH:24][C:23]([F:26])=[CH:22][CH:21]=2)[CH:15]=[CH:14][N:13]=1. The catalyst is C(OCC)(=O)C.O. The product is [F:26][C:23]1[CH:24]=[CH:25][C:20]([CH2:19][O:18][C:16]2[CH:15]=[CH:14][NH:13][C:12](=[O:6])[N:17]=2)=[CH:21][CH:22]=1. The yield is 0.240. (6) The reactants are [NH2:1][C:2]1[N:7]=[CH:6][C:5]([CH2:8][C:9]([O:11][CH2:12][CH3:13])=[O:10])=[CH:4][CH:3]=1.[CH3:14][C:15]([O:18][C:19](O[C:19]([O:18][C:15]([CH3:17])([CH3:16])[CH3:14])=[O:20])=[O:20])([CH3:17])[CH3:16]. The catalyst is CC(O)(C)C. The product is [C:15]([O:18][C:19]([NH:1][C:2]1[N:7]=[CH:6][C:5]([CH2:8][C:9]([O:11][CH2:12][CH3:13])=[O:10])=[CH:4][CH:3]=1)=[O:20])([CH3:17])([CH3:16])[CH3:14]. The yield is 0.730. (7) The reactants are [CH3:1][N:2]([S:31]([C:34]1[CH:39]=[CH:38][CH:37]=[CH:36][N:35]=1)(=[O:33])=[O:32])[C:3]1[CH:4]=[C:5]([O:24][CH2:25][C:26]([O:28]CC)=[O:27])[CH:6]=[C:7]2[C:11]=1[NH:10][C:9]([C:12]1[S:13][CH:14]([CH2:17][N:18]3[CH2:23][CH2:22][S:21][CH2:20][CH2:19]3)[CH2:15][N:16]=1)=[CH:8]2.[OH-].[Na+]. The catalyst is O1CCCC1.C(O)C. The product is [CH3:1][N:2]([S:31]([C:34]1[CH:39]=[CH:38][CH:37]=[CH:36][N:35]=1)(=[O:33])=[O:32])[C:3]1[CH:4]=[C:5]([O:24][CH2:25][C:26]([OH:28])=[O:27])[CH:6]=[C:7]2[C:11]=1[NH:10][C:9]([C:12]1[S:13][CH:14]([CH2:17][N:18]3[CH2:23][CH2:22][S:21][CH2:20][CH2:19]3)[CH2:15][N:16]=1)=[CH:8]2. The yield is 0.530. (8) The reactants are [NH2:1][C:2]1[CH:3]=[CH:4][C:5]([C:12]2[CH:17]=[CH:16][C:15]([OH:18])=[C:14]([O:19][CH3:20])[CH:13]=2)=[C:6]2[C:10]=1[C:9](=[O:11])[NH:8][CH2:7]2.[Si:21](Cl)([C:24]([CH3:27])([CH3:26])[CH3:25])([CH3:23])[CH3:22].N12CCCN=C1CCCCC2.O. The catalyst is C(#N)C. The product is [NH2:1][C:2]1[CH:3]=[CH:4][C:5]([C:12]2[CH:17]=[CH:16][C:15]([O:18][Si:21]([C:24]([CH3:27])([CH3:26])[CH3:25])([CH3:23])[CH3:22])=[C:14]([O:19][CH3:20])[CH:13]=2)=[C:6]2[C:10]=1[C:9](=[O:11])[NH:8][CH2:7]2. The yield is 0.720.